From a dataset of Forward reaction prediction with 1.9M reactions from USPTO patents (1976-2016). Predict the product of the given reaction. Given the reactants S(Cl)(Cl)=O.BrC1SC(C(O)=O)=CC=1.BrC1SC(C(Cl)=O)=CC=1.[Br:23][C:24]1[S:28][C:27]([C:29]([N:31]=[C:32]=[S:33])=[O:30])=[CH:26][CH:25]=1.[Cl:34][C:35]1[CH:36]=[C:37]([CH:39]=[CH:40][C:41]=1[O:42][C:43]1[C:52]2[C:47](=[CH:48][C:49]([O:55][CH3:56])=[C:50]([O:53][CH3:54])[CH:51]=2)[N:46]=[CH:45][CH:44]=1)[NH2:38], predict the reaction product. The product is: [Br:23][C:24]1[S:28][C:27]([C:29]([NH:31][C:32]([NH:38][C:37]2[CH:39]=[CH:40][C:41]([O:42][C:43]3[C:52]4[C:47](=[CH:48][C:49]([O:55][CH3:56])=[C:50]([O:53][CH3:54])[CH:51]=4)[N:46]=[CH:45][CH:44]=3)=[C:35]([Cl:34])[CH:36]=2)=[S:33])=[O:30])=[CH:26][CH:25]=1.